Dataset: Peptide-MHC class I binding affinity with 185,985 pairs from IEDB/IMGT. Task: Regression. Given a peptide amino acid sequence and an MHC pseudo amino acid sequence, predict their binding affinity value. This is MHC class I binding data. The peptide sequence is HLGTDNGANF. The MHC is Mamu-B17 with pseudo-sequence Mamu-B17. The binding affinity (normalized) is 0.191.